Dataset: Catalyst prediction with 721,799 reactions and 888 catalyst types from USPTO. Task: Predict which catalyst facilitates the given reaction. (1) Reactant: [CH3:1][O:2][C:3]([C@@H:5]1[CH2:10][CH2:9][C@@H:8]([O:11][Si:12]([C:25]([CH3:28])([CH3:27])[CH3:26])([C:19]2[CH:24]=[CH:23][CH:22]=[CH:21][CH:20]=2)[C:13]2[CH:18]=[CH:17][CH:16]=[CH:15][CH:14]=2)[CH2:7][C@H:6]1[C:29]([OH:31])=[O:30])=[O:4].[C:32](OC(O[C:32]([CH3:35])([CH3:34])[CH3:33])N(C)C)([CH3:35])([CH3:34])[CH3:33]. Product: [CH3:1][O:2][C:3]([C@@H:5]1[CH2:10][CH2:9][C@@H:8]([O:11][Si:12]([C:25]([CH3:28])([CH3:26])[CH3:27])([C:13]2[CH:14]=[CH:15][CH:16]=[CH:17][CH:18]=2)[C:19]2[CH:20]=[CH:21][CH:22]=[CH:23][CH:24]=2)[CH2:7][C@H:6]1[C:29]([O:31][C:32]([CH3:35])([CH3:34])[CH3:33])=[O:30])=[O:4]. The catalyst class is: 11. (2) Reactant: [CH2:1]([C:3]1[CH:8]=[C:7]([CH3:9])[CH:6]=[C:5]([CH2:10][CH3:11])[C:4]=1[C:12]1[C:13](=[O:34])[N:14]([CH3:33])[N:15]=[C:16]([CH2:28][O:29][CH2:30][O:31][CH3:32])[C:17]=1S(C1C=CC(C)=CC=1)(=O)=O)[CH3:2].[CH2:35]([OH:42])[C:36]1[CH:41]=[CH:40][CH:39]=[CH:38][CH:37]=1.[H-].[Na+]. Product: [CH2:10]([C:5]1[CH:6]=[C:7]([CH3:9])[CH:8]=[C:3]([CH2:1][CH3:2])[C:4]=1[C:12]1[C:13](=[O:34])[N:14]([CH3:33])[N:15]=[C:16]([CH2:28][O:29][CH2:30][O:31][CH3:32])[C:17]=1[O:42][CH2:35][C:36]1[CH:41]=[CH:40][CH:39]=[CH:38][CH:37]=1)[CH3:11]. The catalyst class is: 18. (3) Reactant: [CH3:1][C:2]1[C:6]([CH2:7][N:8]2[CH:12]=[C:11]([NH:13]C(=O)OC(C)(C)C)[CH:10]=[N:9]2)=[C:5]([CH3:21])[O:4][N:3]=1.[ClH:22]. Product: [ClH:22].[CH3:1][C:2]1[C:6]([CH2:7][N:8]2[CH:12]=[C:11]([NH2:13])[CH:10]=[N:9]2)=[C:5]([CH3:21])[O:4][N:3]=1. The catalyst class is: 12. (4) Reactant: Br[C:2]1[CH:3]=[CH:4][C:5]([N:8]2[CH2:12][CH2:11][N:10]([CH3:13])[C:9]2=[O:14])=[N:6][CH:7]=1.[CH3:15][C:16]1([CH3:32])[C:20]([CH3:22])([CH3:21])[O:19][B:18]([B:18]2[O:19][C:20]([CH3:22])([CH3:21])[C:16]([CH3:32])([CH3:15])[O:17]2)[O:17]1.ClCCl.C([O-])(=O)C.[K+]. Product: [CH3:13][N:10]1[CH2:11][CH2:12][N:8]([C:5]2[CH:4]=[CH:3][C:2]([B:18]3[O:19][C:20]([CH3:22])([CH3:21])[C:16]([CH3:32])([CH3:15])[O:17]3)=[CH:7][N:6]=2)[C:9]1=[O:14]. The catalyst class is: 75. (5) Reactant: [CH3:1][S:2]([CH2:5][CH2:6][CH2:7][OH:8])(=[O:4])=[O:3].Cl[C:10]([O:12][CH3:13])=[O:11]. Product: [C:10](=[O:11])([O:12][CH3:13])[O:8][CH2:7][CH2:6][CH2:5][S:2]([CH3:1])(=[O:4])=[O:3]. The catalyst class is: 17. (6) Reactant: [NH2:1][C@@H:2]([CH2:33][C:34]1[CH:39]=[CH:38][CH:37]=[CH:36][CH:35]=1)[C@@H:3]([OH:32])[CH2:4][C@@H:5]([NH:19][C:20]([C@@H:22]([NH:27][C:28](=[O:31])[O:29][CH3:30])[C:23]([CH3:26])([CH3:25])[CH3:24])=[O:21])[CH2:6][C:7]1[CH:12]=[CH:11][C:10]([C:13]2[CH:18]=[CH:17][CH:16]=[CH:15][N:14]=2)=[CH:9][CH:8]=1.[CH3:40][C:41]([CH3:61])([CH3:60])[C@H:42]([N:46]1[CH2:50][CH2:49][N:48]([CH2:51][C:52]2[CH:53]=[N:54][C:55]([CH3:58])=[CH:56][CH:57]=2)[C:47]1=[O:59])[C:43](O)=[O:44].CCOP(ON1N=NC2C=CC=CC=2C1=O)(OCC)=O.C(N(CC)C(C)C)(C)C. Product: [CH3:40][C:41]([CH3:61])([CH3:60])[C@H:42]([N:46]1[CH2:50][CH2:49][N:48]([CH2:51][C:52]2[CH:53]=[N:54][C:55]([CH3:58])=[CH:56][CH:57]=2)[C:47]1=[O:59])[C:43]([NH:1][C@@H:2]([CH2:33][C:34]1[CH:35]=[CH:36][CH:37]=[CH:38][CH:39]=1)[C@@H:3]([OH:32])[CH2:4][C@@H:5]([NH:19][C:20]([C@@H:22]([NH:27][C:28](=[O:31])[O:29][CH3:30])[C:23]([CH3:26])([CH3:25])[CH3:24])=[O:21])[CH2:6][C:7]1[CH:12]=[CH:11][C:10]([C:13]2[CH:18]=[CH:17][CH:16]=[CH:15][N:14]=2)=[CH:9][CH:8]=1)=[O:44]. The catalyst class is: 1. (7) The catalyst class is: 5. Reactant: C[O:2][C:3](=[O:39])[CH2:4][CH2:5][C:6]#[C:7][C:8]1[CH:13]=[CH:12][C:11]([C:14]([CH2:36][CH3:37])([C:17]2[CH:22]=[CH:21][C:20](/[CH:23]=[CH:24]/[C:25]([OH:34])([C:30]([F:33])([F:32])[F:31])[C:26]([F:29])([F:28])[F:27])=[C:19]([CH3:35])[CH:18]=2)[CH2:15][CH3:16])=[CH:10][C:9]=1[CH3:38].[OH-].[Na+].C(OCC)(=O)C. Product: [CH2:15]([C:14]([C:11]1[CH:12]=[CH:13][C:8]([C:7]#[C:6][CH2:5][CH2:4][C:3]([OH:39])=[O:2])=[C:9]([CH3:38])[CH:10]=1)([C:17]1[CH:22]=[CH:21][C:20](/[CH:23]=[CH:24]/[C:25]([OH:34])([C:30]([F:31])([F:32])[F:33])[C:26]([F:29])([F:27])[F:28])=[C:19]([CH3:35])[CH:18]=1)[CH2:36][CH3:37])[CH3:16]. (8) Reactant: [OH:1][C:2]1[CH:7]=[CH:6][C:5]([CH3:8])=[CH:4][C:3]=1[N:9]1[N:13]=[C:12]2[CH:14]=[CH:15][C:16]([O:18][CH2:19][CH3:20])=[CH:17][C:11]2=[N:10]1.N(C(C)(C)C#N)=NC(C)(C)C#N.[Br:33]Br. Product: [OH:1][C:2]1[CH:7]=[CH:6][C:5]([CH2:8][Br:33])=[CH:4][C:3]=1[N:9]1[N:13]=[C:12]2[CH:14]=[CH:15][C:16]([O:18][CH2:19][CH3:20])=[CH:17][C:11]2=[N:10]1. The catalyst class is: 53.